This data is from Forward reaction prediction with 1.9M reactions from USPTO patents (1976-2016). The task is: Predict the product of the given reaction. (1) Given the reactants C1(P(C2C=CC=CC=2)C2C=CC=CC=2)C=CC=CC=1.N(C(OC(C)C)=O)=NC(OC(C)C)=O.[O:34]1[CH2:39][CH2:38][CH2:37][CH2:36][CH:35]1[O:40][CH2:41][CH2:42][OH:43].O[C:45]1[C:46]([CH3:54])=[N:47][C:48]([N+:51]([O-:53])=[O:52])=[CH:49][CH:50]=1, predict the reaction product. The product is: [CH3:54][C:46]1[C:45]([O:43][CH2:42][CH2:41][O:40][CH:35]2[CH2:36][CH2:37][CH2:38][CH2:39][O:34]2)=[CH:50][CH:49]=[C:48]([N+:51]([O-:53])=[O:52])[N:47]=1. (2) Given the reactants [CH2:1]([O:3][C:4]1[CH:13]=[C:12]([N+:14]([O-])=O)[CH:11]=[CH:10][C:5]=1[C:6]([O:8][CH3:9])=[O:7])[CH3:2].[H][H], predict the reaction product. The product is: [NH2:14][C:12]1[CH:11]=[CH:10][C:5]([C:6]([O:8][CH3:9])=[O:7])=[C:4]([O:3][CH2:1][CH3:2])[CH:13]=1. (3) Given the reactants [Cl:1][C:2]1[N:3]=[C:4]([C:9]([NH:11][C@H:12]2[CH2:17][CH2:16][N:15]([C:18]3[O:19][C:20]([CH2:30][CH3:31])=[C:21]([C:23]([O:25]CCCC)=[O:24])[N:22]=3)[CH2:14][C@H:13]2[O:32][CH2:33][CH3:34])=[O:10])[NH:5][C:6]=1[CH2:7][CH3:8].[OH-].[Li+].CO, predict the reaction product. The product is: [Cl:1][C:2]1[N:3]=[C:4]([C:9]([NH:11][C@H:12]2[CH2:17][CH2:16][N:15]([C:18]3[O:19][C:20]([CH2:30][CH3:31])=[C:21]([C:23]([OH:25])=[O:24])[N:22]=3)[CH2:14][C@H:13]2[O:32][CH2:33][CH3:34])=[O:10])[NH:5][C:6]=1[CH2:7][CH3:8].